Dataset: Reaction yield outcomes from USPTO patents with 853,638 reactions. Task: Predict the reaction yield, written as a fraction of the theoretical maximum amount of product (1.0 means a 100% yield; for example, 0.34 means a 34% yield). (1) The reactants are [F:1][C:2]([CH3:29])([CH3:28])[C:3]([N:5]1[CH2:10][CH2:9][CH:8]([CH:11]([C:13]2[N:17]3[N:18]=[CH:19][CH:20]=[CH:21][C:16]3=[C:15]([C:22]([O:24][CH2:25][CH3:26])=[O:23])[C:14]=2[CH3:27])[CH3:12])[CH2:7][CH2:6]1)=O.B. The yield is 0.620. The product is [F:1][C:2]([CH3:29])([CH3:28])[CH2:3][N:5]1[CH2:10][CH2:9][CH:8]([CH:11]([C:13]2[N:17]3[N:18]=[CH:19][CH:20]=[CH:21][C:16]3=[C:15]([C:22]([O:24][CH2:25][CH3:26])=[O:23])[C:14]=2[CH3:27])[CH3:12])[CH2:7][CH2:6]1. The catalyst is C1COCC1. (2) The reactants are [Cl:1][C:2]1[CH:10]=[CH:9][C:5]([C:6]([OH:8])=O)=[CH:4][CH:3]=1.C(Cl)(C(Cl)=O)=O.[F:17][C:18]1[CH:24]=[CH:23][C:21]([NH2:22])=[CH:20][C:19]=1[N+:25]([O-:27])=[O:26].CCN(C(C)C)C(C)C. The catalyst is C(Cl)Cl.CN(C=O)C. The product is [Cl:1][C:2]1[CH:3]=[CH:4][C:5]([C:6]([NH:22][C:21]2[CH:23]=[CH:24][C:18]([F:17])=[C:19]([N+:25]([O-:27])=[O:26])[CH:20]=2)=[O:8])=[CH:9][CH:10]=1. The yield is 0.600.